Dataset: Full USPTO retrosynthesis dataset with 1.9M reactions from patents (1976-2016). Task: Predict the reactants needed to synthesize the given product. (1) Given the product [C:4]([O:3][C:1]([N:8]1[CH2:13][CH2:12][N:11]([S:27]([C:23]2[CH:24]=[CH:25][CH:26]=[C:21]([C:20]([F:19])([F:31])[F:32])[CH:22]=2)(=[O:29])=[O:28])[CH:10]([CH2:14][C:15]([O:17][CH3:18])=[O:16])[CH2:9]1)=[O:2])([CH3:7])([CH3:6])[CH3:5], predict the reactants needed to synthesize it. The reactants are: [C:1]([N:8]1[CH2:13][CH2:12][NH:11][CH:10]([CH2:14][C:15]([O:17][CH3:18])=[O:16])[CH2:9]1)([O:3][C:4]([CH3:7])([CH3:6])[CH3:5])=[O:2].[F:19][C:20]([F:32])([F:31])[C:21]1[CH:22]=[C:23]([S:27](Cl)(=[O:29])=[O:28])[CH:24]=[CH:25][CH:26]=1.C([O-])([O-])=O.[K+].[K+]. (2) Given the product [NH2:5][CH:6]1[C:15]2[C:10](=[CH:11][CH:12]=[CH:13][CH:14]=2)[CH2:9][NH:8][C:7]1=[O:16], predict the reactants needed to synthesize it. The reactants are: COC([NH:5][CH:6]1[C:15]2[C:10](=[CH:11][CH:12]=[CH:13][CH:14]=2)[CH2:9][NH:8][C:7]1=[O:16])=O.C[Si](I)(C)C. (3) The reactants are: FC1C=C2C(C(I)=CN2S(C2C=CC=CC=2)(=O)=O)=CC=1.[F:21][C:22]1[CH:30]=[C:29]2[C:25]([C:26]([C:40]3[CH:41]=[N:42][N:43]([CH2:45][CH:46]([OH:50])[C:47]([NH2:49])=[O:48])[CH:44]=3)=[CH:27][N:28]2S(C2C=CC=CC=2)(=O)=O)=[CH:24][CH:23]=1. Given the product [F:21][C:22]1[CH:30]=[C:29]2[C:25]([C:26]([C:40]3[CH:41]=[N:42][N:43]([CH2:45][CH:46]([OH:50])[C:47]([NH2:49])=[O:48])[CH:44]=3)=[CH:27][NH:28]2)=[CH:24][CH:23]=1, predict the reactants needed to synthesize it. (4) Given the product [F:10][C:5]1[CH:6]=[CH:7][CH:8]=[CH:9][C:4]=1[N:1]1[C:14]([CH2:13][O:12][CH3:11])=[C:15]([C:16]([OH:18])=[O:17])[N:3]=[N:2]1, predict the reactants needed to synthesize it. The reactants are: [N:1]([C:4]1[CH:9]=[CH:8][CH:7]=[CH:6][C:5]=1[F:10])=[N+:2]=[N-:3].[CH3:11][O:12][CH2:13][C:14](=O)[CH2:15][C:16]([O:18]C)=[O:17].[O-]CC.[Na+].[OH-].[Na+].